Dataset: Catalyst prediction with 721,799 reactions and 888 catalyst types from USPTO. Task: Predict which catalyst facilitates the given reaction. (1) Reactant: Cl.[NH2:2][CH2:3][C:4]1[CH:5]=[C:6]([C:13]([O:15][CH2:16][CH3:17])=[O:14])[C:7]([CH:10]([F:12])[F:11])=[N:8][CH:9]=1.CCN(C(C)C)C(C)C.[C:27](Cl)(=[O:31])[CH:28]([CH3:30])[CH3:29]. Product: [F:11][CH:10]([F:12])[C:7]1[C:6]([C:13]([O:15][CH2:16][CH3:17])=[O:14])=[CH:5][C:4]([CH2:3][NH:2][C:27](=[O:31])[CH:28]([CH3:30])[CH3:29])=[CH:9][N:8]=1. The catalyst class is: 2. (2) Reactant: C(=O)([O-])[O-].[Cs+].[Cs+].C1C=CC(P(C2C=CC3C(=CC=CC=3)C=2C2C3C(=CC=CC=3)C=CC=2P(C2C=CC=CC=2)C2C=CC=CC=2)C2C=CC=CC=2)=CC=1.[Cl:53][C:54]1[CH:61]=[CH:60][C:57]([CH2:58][NH2:59])=[CH:56][CH:55]=1.[CH2:62]([C:69]1[C:73]2[C:74](Cl)=[N:75][CH:76]=[CH:77][C:72]=2[NH:71][C:70]=1[CH3:79])[C:63]1[CH:68]=[CH:67][CH:66]=[CH:65][CH:64]=1. Product: [ClH:53].[CH2:62]([C:69]1[C:73]2[C:74]([NH:59][CH2:58][C:57]3[CH:60]=[CH:61][C:54]([Cl:53])=[CH:55][CH:56]=3)=[N:75][CH:76]=[CH:77][C:72]=2[NH:71][C:70]=1[CH3:79])[C:63]1[CH:64]=[CH:65][CH:66]=[CH:67][CH:68]=1. The catalyst class is: 101.